From a dataset of Full USPTO retrosynthesis dataset with 1.9M reactions from patents (1976-2016). Predict the reactants needed to synthesize the given product. (1) Given the product [C:10]([O:14][C:15]([N:17]1[CH2:20][CH:19]([C:23]2[CH:24]=[C:25]3[C:29](=[CH:30][CH:31]=2)[N:28]([Si:32]([CH:36]([CH3:38])[CH3:37])([CH:39]([CH3:41])[CH3:40])[CH:33]([CH3:34])[CH3:35])[CH:27]=[CH:26]3)[CH2:18]1)=[O:16])([CH3:13])([CH3:12])[CH3:11], predict the reactants needed to synthesize it. The reactants are: ClC([SiH3])(Cl)Cl.BrC(Br)C.[C:10]([O:14][C:15]([N:17]1[CH2:20][CH:19](I)[CH2:18]1)=[O:16])([CH3:13])([CH3:12])[CH3:11].I[C:23]1[CH:24]=[C:25]2[C:29](=[CH:30][CH:31]=1)[N:28]([Si:32]([CH:39]([CH3:41])[CH3:40])([CH:36]([CH3:38])[CH3:37])[CH:33]([CH3:35])[CH3:34])[CH:27]=[CH:26]2. (2) Given the product [ClH:45].[C:21]([O:25][C:26]([N:28]1[CH2:29][CH2:30][N:31]([C:34]2[CH:35]=[CH:36][C:37]([C:40](=[O:42])/[CH:41]=[CH:8]/[C:10]3[CH:15]=[N:14][C:13](/[CH:16]=[CH:17]/[C:18]([OH:20])=[O:19])=[CH:12][CH:11]=3)=[CH:38][CH:39]=2)[CH2:32][CH2:33]1)=[O:27])([CH3:24])([CH3:22])[CH3:23], predict the reactants needed to synthesize it. The reactants are: FC(F)(F)C(O)=O.[CH:8]([C:10]1[CH:11]=[CH:12][C:13](/[CH:16]=[CH:17]/[C:18]([OH:20])=[O:19])=[N:14][CH:15]=1)=O.[C:21]([O:25][C:26]([N:28]1[CH2:33][CH2:32][N:31]([C:34]2[CH:39]=[CH:38][C:37]([C:40](=[O:42])[CH3:41])=[CH:36][CH:35]=2)[CH2:30][CH2:29]1)=[O:27])([CH3:24])([CH3:23])[CH3:22].[OH-].[K+].[ClH:45]. (3) Given the product [C:1]([O:5][C:6]([N:8]1[CH2:13][CH2:12][C@H:11]([NH:14][C:35]([C:29]2[NH:30][C:31]([CH3:34])=[C:32]([Cl:33])[C:28]=2[Cl:27])=[O:36])[C@H:10]([N:15]=[N+:16]=[N-:17])[CH2:9]1)=[O:7])([CH3:4])([CH3:2])[CH3:3], predict the reactants needed to synthesize it. The reactants are: [C:1]([O:5][C:6]([N:8]1[CH2:13][CH2:12][CH:11]([NH2:14])[CH:10]([N:15]=[N+:16]=[N-:17])[CH2:9]1)=[O:7])([CH3:4])([CH3:3])[CH3:2].CCN(C(C)C)C(C)C.[Cl:27][C:28]1[C:32]([Cl:33])=[C:31]([CH3:34])[NH:30][C:29]=1[C:35](Cl)=[O:36].